From a dataset of Full USPTO retrosynthesis dataset with 1.9M reactions from patents (1976-2016). Predict the reactants needed to synthesize the given product. (1) Given the product [C:3]([C:7]1[CH:12]=[CH:11][CH:10]=[CH:9][C:8]=1[N:13]1[CH2:18][CH2:17][N:16]([C:20]([C:22]2[CH:31]=[CH:30][C:25]([C:26]([O:28][CH3:29])=[O:27])=[CH:24][CH:23]=2)=[O:21])[CH2:15][CH2:14]1)([CH3:6])([CH3:4])[CH3:5], predict the reactants needed to synthesize it. The reactants are: Cl.Cl.[C:3]([C:7]1[CH:12]=[CH:11][CH:10]=[CH:9][C:8]=1[N:13]1[CH2:18][CH2:17][NH:16][CH2:15][CH2:14]1)([CH3:6])([CH3:5])[CH3:4].Cl[C:20]([C:22]1[CH:31]=[CH:30][C:25]([C:26]([O:28][CH3:29])=[O:27])=[CH:24][CH:23]=1)=[O:21].C(N(CC)CC)C.O1CCCC1. (2) Given the product [Br:17][C:16]1[C:15]2[C:10](=[CH:11][CH:12]=[C:13]([F:18])[CH:14]=2)[CH:9]=[N+:8]([O-:19])[C:7]=1[CH:5]([OH:4])[CH3:6], predict the reactants needed to synthesize it. The reactants are: C([O:4][CH:5]([C:7]1[N+:8]([O-:19])=[CH:9][C:10]2[C:15]([C:16]=1[Br:17])=[CH:14][C:13]([F:18])=[CH:12][CH:11]=2)[CH3:6])(=O)C.C(=O)([O-])[O-].[K+].[K+].